This data is from Full USPTO retrosynthesis dataset with 1.9M reactions from patents (1976-2016). The task is: Predict the reactants needed to synthesize the given product. (1) Given the product [C:1]([O:5][C:6]([C@H:8]1[CH2:12][CH2:11][CH2:10][N:9]1[C:13](=[O:16])[CH2:14][CH2:15][N:24]([CH2:17][C:18]1[CH:23]=[CH:22][CH:21]=[CH:20][CH:19]=1)[CH2:15][CH2:14][C:13]([N:9]1[CH2:10][CH2:11][CH2:12][C@@H:8]1[C:6]([O:5][C:1]([CH3:2])([CH3:4])[CH3:3])=[O:7])=[O:16])=[O:7])([CH3:4])([CH3:3])[CH3:2], predict the reactants needed to synthesize it. The reactants are: [C:1]([O:5][C:6]([C@H:8]1[CH2:12][CH2:11][CH2:10][N:9]1[C:13](=[O:16])[CH:14]=[CH2:15])=[O:7])([CH3:4])([CH3:3])[CH3:2].[CH2:17]([NH2:24])[C:18]1[CH:23]=[CH:22][CH:21]=[CH:20][CH:19]=1. (2) The reactants are: [NH:1]1[CH:5]=[CH:4][CH:3]=[C:2]1[C:6]1[N:10]([C:11]2[CH:16]=[CH:15][C:14]([OH:17])=[CH:13][CH:12]=2)[C:9]2[CH:18]=[CH:19][CH:20]=[CH:21][C:8]=2[N:7]=1.C1OCCOCCOCCOCCOCCOC1.C[Si]([N-][Si](C)(C)C)(C)C.[K+].[C:50]1([CH3:56])[CH:55]=[CH:54][CH:53]=[CH:52][CH:51]=1.C(Br)C1C=CC=CC=1. Given the product [CH2:56]([O:17][C:14]1[CH:13]=[CH:12][C:11]([N:10]2[C:9]3[CH:18]=[CH:19][CH:20]=[CH:21][C:8]=3[N:7]=[C:6]2[C:2]2[NH:1][CH:5]=[CH:4][CH:3]=2)=[CH:16][CH:15]=1)[C:50]1[CH:55]=[CH:54][CH:53]=[CH:52][CH:51]=1, predict the reactants needed to synthesize it. (3) The reactants are: [SH:1][C:2]1[NH:3][C:4]2[CH:10]=[C:9]([NH:11][C:12](=[O:16])[C:13]([OH:15])=O)[CH:8]=[CH:7][C:5]=2[N:6]=1.[F:17][C:18]1[CH:30]=[CH:29][C:21]([CH2:22][CH:23]2[CH2:28][CH2:27][NH:26][CH2:25][CH2:24]2)=[CH:20][CH:19]=1. Given the product [F:17][C:18]1[CH:19]=[CH:20][C:21]([CH2:22][CH:23]2[CH2:24][CH2:25][N:26]([C:13](=[O:15])[C:12]([NH:11][C:9]3[CH:8]=[CH:7][C:5]4[N:6]=[C:2]([SH:1])[NH:3][C:4]=4[CH:10]=3)=[O:16])[CH2:27][CH2:28]2)=[CH:29][CH:30]=1, predict the reactants needed to synthesize it. (4) The reactants are: [Cl:1][C:2]1[N:3]=[C:4]([N:19]2[CH2:24][CH2:23][O:22][CH2:21][CH2:20]2)[C:5]2[S:10][C:9]([C:11]3[CH:12]=[C:13]([NH2:17])[CH:14]=[CH:15][CH:16]=3)=[C:8]([CH3:18])[C:6]=2[N:7]=1.[C:25](O)(=[O:28])[CH2:26][OH:27]. Given the product [Cl:1][C:2]1[N:3]=[C:4]([N:19]2[CH2:20][CH2:21][O:22][CH2:23][CH2:24]2)[C:5]2[S:10][C:9]([C:11]3[CH:12]=[C:13]([NH:17][C:26](=[O:27])[CH2:25][OH:28])[CH:14]=[CH:15][CH:16]=3)=[C:8]([CH3:18])[C:6]=2[N:7]=1, predict the reactants needed to synthesize it. (5) Given the product [ClH:27].[F:21][C:18]1[CH:19]=[CH:20][C:15]([O:14][CH2:13][C@@H:12]([NH:11][CH2:10][CH2:9][OH:8])[CH3:26])=[C:16]([C:22]([F:23])([F:24])[F:25])[CH:17]=1, predict the reactants needed to synthesize it. The reactants are: [Si]([O:8][CH2:9][CH2:10][NH:11][C@@H:12]([CH3:26])[CH2:13][O:14][C:15]1[CH:20]=[CH:19][C:18]([F:21])=[CH:17][C:16]=1[C:22]([F:25])([F:24])[F:23])(C(C)(C)C)(C)C.[ClH:27]. (6) Given the product [CH:15]1([O:14][CH2:13][CH2:12][I:21])[CH2:20][CH2:19][CH2:18][CH2:17][CH2:16]1, predict the reactants needed to synthesize it. The reactants are: BrC1C=CC(S(O[CH2:12][CH2:13][O:14][CH:15]2[CH2:20][CH2:19][CH2:18][CH2:17][CH2:16]2)(=O)=O)=CC=1.[I-:21].[Na+]. (7) Given the product [OH:8][C:9]1[CH:14]=[C:13]([OH:15])[C:12]([CH:23]([CH3:24])[CH3:25])=[CH:11][C:10]=1[C:26]([N:28]1[CH2:36][C:35]2[C:30](=[CH:31][CH:32]=[C:33]([CH2:37][CH2:38][NH:48][C:47]3([C:46]([O:45][CH:40]4[CH2:41][CH2:42][CH2:43][CH2:44]4)=[O:53])[CH2:49][CH2:50][CH2:51][CH2:52]3)[CH:34]=2)[CH2:29]1)=[O:27], predict the reactants needed to synthesize it. The reactants are: C([O:8][C:9]1[CH:14]=[C:13]([O:15]CC2C=CC=CC=2)[C:12]([C:23]([CH3:25])=[CH2:24])=[CH:11][C:10]=1[C:26]([N:28]1[CH2:36][C:35]2[C:30](=[CH:31][CH:32]=[C:33]([CH2:37][CH:38]=O)[CH:34]=2)[CH2:29]1)=[O:27])C1C=CC=CC=1.[CH:40]1([O:45][C:46](=[O:53])[C:47]2([CH2:52][CH2:51][CH2:50][CH2:49]2)[NH2:48])[CH2:44][CH2:43][CH2:42][CH2:41]1. (8) Given the product [F:7][C:8]1[CH:9]=[C:10]2[C:16]([C:17]3[N:18]=[N:19][C:20]4[C:25]([CH3:26])([CH3:27])[C:24](=[O:28])[N:23]([CH2:43][O:42][CH2:41][CH2:40][Si:39]([CH3:46])([CH3:45])[CH3:38])[C:21]=4[N:22]=3)=[N:15][N:14]([CH2:29][C:30]3[CH:31]=[CH:32][C:33]([O:36][CH3:37])=[CH:34][CH:35]=3)[C:11]2=[N:12][CH:13]=1, predict the reactants needed to synthesize it. The reactants are: C(=O)([O-])[O-].[Cs+].[Cs+].[F:7][C:8]1[CH:9]=[C:10]2[C:16]([C:17]3[N:18]=[N:19][C:20]4[C:25]([CH3:27])([CH3:26])[C:24](=[O:28])[NH:23][C:21]=4[N:22]=3)=[N:15][N:14]([CH2:29][C:30]3[CH:35]=[CH:34][C:33]([O:36][CH3:37])=[CH:32][CH:31]=3)[C:11]2=[N:12][CH:13]=1.[CH3:38][Si:39]([CH3:46])([CH3:45])[CH2:40][CH2:41][O:42][CH2:43]Cl. (9) Given the product [CH2:1]([N:8]1[C:17](=[O:18])[C:16]2[C:11](=[CH:12][C:13]([OH:20])=[C:14]([OH:19])[CH:15]=2)[N:10]=[CH:9]1)[C:2]1[CH:3]=[CH:4][CH:5]=[CH:6][CH:7]=1, predict the reactants needed to synthesize it. The reactants are: [CH2:1]([N:8]1[C:17](=[O:18])[C:16]2[C:11](=[CH:12][C:13]([O:20]C)=[C:14]([OH:19])[CH:15]=2)[N:10]=[CH:9]1)[C:2]1[CH:7]=[CH:6][CH:5]=[CH:4][CH:3]=1.Cl.N1C=CC=CC=1.